The task is: Predict which catalyst facilitates the given reaction.. This data is from Catalyst prediction with 721,799 reactions and 888 catalyst types from USPTO. Reactant: [CH:1]([C:3]1[N:4]=[CH:5][C:6]([NH2:9])=[N:7][CH:8]=1)=[CH2:2].C([O-])([O-])=O.[K+].[K+].N[C:17]1[CH:22]=[CH:21][C:20]([S:23]([N:26]2[CH2:31][CH2:30][N:29]([C:32]([O:34][C:35]([CH3:38])([CH3:37])[CH3:36])=[O:33])[CH2:28][CH2:27]2)(=[O:25])=[O:24])=[CH:19][CH:18]=1.CC(C1C=C(C(C)C)C(C2C=CC=CC=2P(C2CCCCC2)C2CCCCC2)=C(C(C)C)C=1)C. Product: [CH:1]([C:3]1[N:4]=[CH:5][C:6]([NH:9][C:17]2[CH:18]=[CH:19][C:20]([S:23]([N:26]3[CH2:27][CH2:28][N:29]([C:32]([O:34][C:35]([CH3:38])([CH3:37])[CH3:36])=[O:33])[CH2:30][CH2:31]3)(=[O:25])=[O:24])=[CH:21][CH:22]=2)=[N:7][CH:8]=1)=[CH2:2]. The catalyst class is: 110.